Predict the reactants needed to synthesize the given product. From a dataset of Full USPTO retrosynthesis dataset with 1.9M reactions from patents (1976-2016). Given the product [CH2:42]([C@H:11]1[N:12]2[C@@H:18]([CH2:19][C:20]([CH3:23])([CH3:22])[CH3:21])[C@@:17]([C:26]3[CH:31]=[CH:30][C:29]([Cl:32])=[CH:28][C:27]=3[F:33])([C:24]#[N:25])[C@@H:16]([C:34]3[CH:39]=[CH:38][CH:37]=[C:36]([Cl:40])[C:35]=3[F:41])[C@@H:13]2[C:14](=[O:15])[N:10]1[C:7]1[CH:8]=[CH:9][C:4]([C:3]([OH:48])=[O:2])=[C:5]([O:46][CH3:47])[CH:6]=1)[CH2:43][CH:44]=[CH2:45], predict the reactants needed to synthesize it. The reactants are: C[O:2][C:3](=[O:48])[C:4]1[CH:9]=[CH:8][C:7]([N:10]2[C:14](=[O:15])[C@H:13]3[C@H:16]([C:34]4[CH:39]=[CH:38][CH:37]=[C:36]([Cl:40])[C:35]=4[F:41])[C@:17]([C:26]4[CH:31]=[CH:30][C:29]([Cl:32])=[CH:28][C:27]=4[F:33])([C:24]#[N:25])[C@H:18]([CH2:19][C:20]([CH3:23])([CH3:22])[CH3:21])[N:12]3[C@@H:11]2[CH2:42][CH2:43][CH:44]=[CH2:45])=[CH:6][C:5]=1[O:46][CH3:47].[Li+].[OH-].